The task is: Predict the reactants needed to synthesize the given product.. This data is from Full USPTO retrosynthesis dataset with 1.9M reactions from patents (1976-2016). (1) The reactants are: [N:1]([CH2:4][CH2:5][O:6][CH2:7][CH2:8][O:9][CH2:10][CH2:11][O:12][CH2:13][CH2:14][NH:15][S:16]([C:19]1[CH:24]=[CH:23][CH:22]=[C:21]([CH:25]2[C:34]3[C:29](=[C:30]([Cl:36])[CH:31]=[C:32]([Cl:35])[CH:33]=3)[CH2:28][N:27]([CH3:37])[CH2:26]2)[CH:20]=1)(=[O:18])=[O:17])=[N+]=[N-].O.P(C)(C)C. Given the product [NH2:1][CH2:4][CH2:5][O:6][CH2:7][CH2:8][O:9][CH2:10][CH2:11][O:12][CH2:13][CH2:14][NH:15][S:16]([C:19]1[CH:24]=[CH:23][CH:22]=[C:21]([CH:25]2[C:34]3[C:29](=[C:30]([Cl:36])[CH:31]=[C:32]([Cl:35])[CH:33]=3)[CH2:28][N:27]([CH3:37])[CH2:26]2)[CH:20]=1)(=[O:18])=[O:17], predict the reactants needed to synthesize it. (2) Given the product [CH3:50][O:46][CH:47]=[CH:48][C:40]1[CH:41]=[CH:42][CH:43]=[CH:44][C:45]=1[C:16]1[C:15]2[C:10]([C:9]3[CH:22]=[CH:21][CH:20]=[CH:19][C:18]=3[CH:17]=1)=[CH:11][CH:12]=[CH:13][CH:14]=2, predict the reactants needed to synthesize it. The reactants are: C(C1C=CC=CC=1[C:9]1[C:10]2[C:15]([C:16]3[CH:17]=[CH:18][CH:19]=[CH:20][C:21]=3[CH:22]=1)=[CH:14][CH:13]=[CH:12][CH:11]=2)=O.[Cl-].COC[P+]([C:40]1[CH:45]=[CH:44][CH:43]=[CH:42][CH:41]=1)([C:40]1[CH:45]=[CH:44][CH:43]=[CH:42][CH:41]=1)[C:40]1[CH:45]=[CH:44][CH:43]=[CH:42][CH:41]=1.[O:46]1[CH2:50]C[CH2:48][CH2:47]1.C(O[K])(C)(C)C.